Dataset: CYP1A2 inhibition data for predicting drug metabolism from PubChem BioAssay. Task: Regression/Classification. Given a drug SMILES string, predict its absorption, distribution, metabolism, or excretion properties. Task type varies by dataset: regression for continuous measurements (e.g., permeability, clearance, half-life) or binary classification for categorical outcomes (e.g., BBB penetration, CYP inhibition). Dataset: cyp1a2_veith. (1) The molecule is COc1cccc(NC(=O)Cc2c(C(=O)O)[nH]c3ccccc23)c1. The result is 0 (non-inhibitor). (2) The compound is COC(=O)[C@]1(C)CCC(c2ccc(C)cc2)=C(CC(=O)O)C1. The result is 0 (non-inhibitor).